Dataset: Forward reaction prediction with 1.9M reactions from USPTO patents (1976-2016). Task: Predict the product of the given reaction. Given the reactants [OH:1][C:2]1[C:7]([C:8]([F:11])([F:10])[F:9])=[C:6]([OH:12])[CH:5]=[CH:4][C:3]=1[C:13](=[O:17])[CH:14]([CH3:16])[CH3:15].C(OC(=O)[NH:24][CH2:25][C:26]1[CH:31]=[CH:30][C:29]([CH2:32]O)=[CH:28][CH:27]=1)(C)(C)C.C1(P(C2C=CC=CC=2)C2C=CC=CC=2)C=CC=CC=1.N(C(OC(C)C)=O)=NC(OC(C)C)=O.[ClH:68].O1CCOCC1, predict the reaction product. The product is: [ClH:68].[NH2:24][CH2:25][C:26]1[CH:31]=[CH:30][C:29]([CH2:32][O:12][C:6]2[CH:5]=[CH:4][C:3]([C:13](=[O:17])[CH:14]([CH3:15])[CH3:16])=[C:2]([OH:1])[C:7]=2[C:8]([F:9])([F:10])[F:11])=[CH:28][CH:27]=1.